Task: Predict the product of the given reaction.. Dataset: Forward reaction prediction with 1.9M reactions from USPTO patents (1976-2016) (1) Given the reactants [CH3:1][C:2]1[C:6]([C:7]2[CH:8]=[C:9]3[CH:15]=[CH:14][NH:13][C:10]3=[N:11][CH:12]=2)=[C:5]([CH3:16])[O:4][N:3]=1.[H-].[Na+].[F:19][C:20]1[CH:25]=[CH:24][CH:23]=[C:22]([S:26][S:26][C:22]2[CH:23]=[CH:24][CH:25]=[C:20]([F:19])[CH:21]=2)[CH:21]=1.O, predict the reaction product. The product is: [F:19][C:20]1[CH:21]=[C:22]([S:26][C:15]2[C:9]3[C:10](=[N:11][CH:12]=[C:7]([C:6]4[C:2]([CH3:1])=[N:3][O:4][C:5]=4[CH3:16])[CH:8]=3)[NH:13][CH:14]=2)[CH:23]=[CH:24][CH:25]=1. (2) Given the reactants [CH3:1][S-:2].[Na+].CC1C=CC(S(O[CH2:15][C:16]2(C)[CH2:21][C@H:20]([C:22]3[CH:27]=[CH:26][CH:25]=[C:24]([Cl:28])[CH:23]=3)[C@@H:19]([C:29]3[CH:34]=[CH:33][C:32]([Cl:35])=[CH:31][CH:30]=3)[N:18]([CH2:36][C:37]3[CH:42]=[CH:41][C:40]([O:43][CH3:44])=[CH:39][C:38]=3[O:45][CH3:46])[C:17]2=[O:47])(=O)=O)=CC=1.[CH3:49]N(C=O)C, predict the reaction product. The product is: [Cl:28][C:24]1[CH:23]=[C:22]([C@@H:20]2[C@@H:19]([C:29]3[CH:30]=[CH:31][C:32]([Cl:35])=[CH:33][CH:34]=3)[N:18]([CH2:36][C:37]3[CH:42]=[CH:41][C:40]([O:43][CH3:44])=[CH:39][C:38]=3[O:45][CH3:46])[C:17](=[O:47])[C@@:16]([CH3:15])([CH2:1][S:2][CH3:49])[CH2:21]2)[CH:27]=[CH:26][CH:25]=1. (3) Given the reactants [NH2:1][C:2]1[CH:7]=[CH:6][C:5]([Br:8])=[CH:4][N:3]=1.[F:9][C:10]([F:20])([F:19])[C:11]1[CH:18]=[CH:17][C:14]([CH:15]=O)=[CH:13][CH:12]=1.FC(F)(F)C(O)=O.C([SiH](CC)CC)C, predict the reaction product. The product is: [Br:8][C:5]1[CH:6]=[CH:7][C:2]([NH:1][CH2:15][C:14]2[CH:13]=[CH:12][C:11]([C:10]([F:9])([F:19])[F:20])=[CH:18][CH:17]=2)=[N:3][CH:4]=1.